This data is from NCI-60 drug combinations with 297,098 pairs across 59 cell lines. The task is: Regression. Given two drug SMILES strings and cell line genomic features, predict the synergy score measuring deviation from expected non-interaction effect. (1) Drug 1: C1C(C(OC1N2C=C(C(=O)NC2=O)F)CO)O. Drug 2: C1=NNC2=C1C(=O)NC=N2. Cell line: K-562. Synergy scores: CSS=25.3, Synergy_ZIP=-2.62, Synergy_Bliss=-0.125, Synergy_Loewe=-27.3, Synergy_HSA=-0.166. (2) Drug 1: C1CC(CNC1)C2=CC=C(C=C2)N3C=C4C=CC=C(C4=N3)C(=O)N. Drug 2: C1CC(C1)(C2=CC=C(C=C2)C3=C(C=C4C(=N3)C=CN5C4=NNC5=O)C6=CC=CC=C6)N. Cell line: NCI-H460. Synergy scores: CSS=29.2, Synergy_ZIP=5.93, Synergy_Bliss=9.01, Synergy_Loewe=12.5, Synergy_HSA=15.2. (3) Drug 1: CC(C)(C#N)C1=CC(=CC(=C1)CN2C=NC=N2)C(C)(C)C#N. Drug 2: C(CC(=O)O)C(=O)CN.Cl. Cell line: HT29. Synergy scores: CSS=-1.42, Synergy_ZIP=3.54, Synergy_Bliss=9.92, Synergy_Loewe=2.31, Synergy_HSA=3.83. (4) Drug 1: C1=NC2=C(N1)C(=S)N=C(N2)N. Drug 2: CC1C(C(CC(O1)OC2CC(CC3=C2C(=C4C(=C3O)C(=O)C5=C(C4=O)C(=CC=C5)OC)O)(C(=O)CO)O)N)O.Cl. Cell line: MCF7. Synergy scores: CSS=46.3, Synergy_ZIP=-6.92, Synergy_Bliss=-5.77, Synergy_Loewe=-2.19, Synergy_HSA=0.623. (5) Drug 1: CCC1(C2=C(COC1=O)C(=O)N3CC4=CC5=C(C=CC(=C5CN(C)C)O)N=C4C3=C2)O.Cl. Drug 2: CC1C(C(CC(O1)OC2CC(CC3=C2C(=C4C(=C3O)C(=O)C5=C(C4=O)C(=CC=C5)OC)O)(C(=O)CO)O)N)O.Cl. Cell line: BT-549. Synergy scores: CSS=58.5, Synergy_ZIP=-8.70, Synergy_Bliss=-6.78, Synergy_Loewe=-3.01, Synergy_HSA=-2.19. (6) Drug 1: CN(CC1=CN=C2C(=N1)C(=NC(=N2)N)N)C3=CC=C(C=C3)C(=O)NC(CCC(=O)O)C(=O)O. Drug 2: C1CN1P(=S)(N2CC2)N3CC3. Cell line: ACHN. Synergy scores: CSS=38.4, Synergy_ZIP=-0.341, Synergy_Bliss=1.26, Synergy_Loewe=-19.6, Synergy_HSA=1.35. (7) Drug 1: CC1C(C(CC(O1)OC2CC(CC3=C2C(=C4C(=C3O)C(=O)C5=C(C4=O)C(=CC=C5)OC)O)(C(=O)C)O)N)O.Cl. Drug 2: C1CN(P(=O)(OC1)NCCCl)CCCl. Cell line: K-562. Synergy scores: CSS=18.0, Synergy_ZIP=-5.09, Synergy_Bliss=-0.819, Synergy_Loewe=-20.1, Synergy_HSA=-2.85. (8) Drug 1: CC12CCC3C(C1CCC2=O)CC(=C)C4=CC(=O)C=CC34C. Drug 2: N.N.Cl[Pt+2]Cl. Cell line: HCT-15. Synergy scores: CSS=34.1, Synergy_ZIP=1.90, Synergy_Bliss=2.66, Synergy_Loewe=-1.04, Synergy_HSA=0.901. (9) Drug 1: CN1CCC(CC1)COC2=C(C=C3C(=C2)N=CN=C3NC4=C(C=C(C=C4)Br)F)OC. Drug 2: CN(C)C1=NC(=NC(=N1)N(C)C)N(C)C. Cell line: HCT-15. Synergy scores: CSS=5.75, Synergy_ZIP=-1.05, Synergy_Bliss=4.32, Synergy_Loewe=-12.9, Synergy_HSA=1.70.